From a dataset of Catalyst prediction with 721,799 reactions and 888 catalyst types from USPTO. Predict which catalyst facilitates the given reaction. (1) Reactant: [OH:1][C:2]1[CH:7]=[CH:6][C:5]([C:8]2[CH:9]=[C:10]3[C:15](=[CH:16][CH:17]=2)[C:14](=[O:18])[CH2:13][CH2:12][CH2:11]3)=[CH:4][CH:3]=1.CC1C=CC(C(C)C)=CC=1. Product: [OH:1][C:2]1[CH:7]=[CH:6][C:5]([C:8]2[CH:9]=[C:10]3[C:15](=[CH:16][CH:17]=2)[C:14]([OH:18])=[CH:13][CH:12]=[CH:11]3)=[CH:4][CH:3]=1. The catalyst class is: 45. (2) Reactant: [C:1](=[O:22])([O:18][CH:19](Cl)[CH3:20])[O:2][CH2:3][CH2:4][CH:5]([CH3:17])[CH:6]([O:13][N+:14]([O-:16])=[O:15])[CH:7]([O:9][N+:10]([O-:12])=[O:11])[CH3:8].[CH2:23]([C:27]1[N:28]([CH2:36][C:37]2[CH:42]=[CH:41][C:40]([C:43]3[CH:48]=[CH:47][CH:46]=[CH:45][C:44]=3[C:49]3[N:53]([C:54]([C:67]4[CH:72]=[CH:71][CH:70]=[CH:69][CH:68]=4)([C:61]4[CH:66]=[CH:65][CH:64]=[CH:63][CH:62]=4)[C:55]4[CH:60]=[CH:59][CH:58]=[CH:57][CH:56]=4)[N:52]=[N:51][N:50]=3)=[CH:39][CH:38]=2)[C:29]([C:33]([OH:35])=[O:34])=[C:30]([Cl:32])[N:31]=1)[CH2:24][CH2:25][CH3:26].C([O-])([O-])=O.[Cs+].[Cs+]. Product: [CH2:23]([C:27]1[N:28]([CH2:36][C:37]2[CH:38]=[CH:39][C:40]([C:43]3[CH:48]=[CH:47][CH:46]=[CH:45][C:44]=3[C:49]3[N:53]([C:54]([C:55]4[CH:60]=[CH:59][CH:58]=[CH:57][CH:56]=4)([C:67]4[CH:68]=[CH:69][CH:70]=[CH:71][CH:72]=4)[C:61]4[CH:62]=[CH:63][CH:64]=[CH:65][CH:66]=4)[N:52]=[N:51][N:50]=3)=[CH:41][CH:42]=2)[C:29]([C:33]([O:35][CH:19]([O:18][C:1]([O:2][CH2:3][CH2:4][CH:5]([CH3:17])[C@@H:6]([O:13][N+:14]([O-:16])=[O:15])[C@H:7]([O:9][N+:10]([O-:12])=[O:11])[CH3:8])=[O:22])[CH3:20])=[O:34])=[C:30]([Cl:32])[N:31]=1)[CH2:24][CH2:25][CH3:26]. The catalyst class is: 3. (3) Reactant: [CH2:1]([C:5]1[C:10]([O:11][CH3:12])=[CH:9][C:8]2[O:13][CH2:14][C:15]3[C:19]([C:20](O)=[O:21])=[N:18][N:17]([C:23]4[S:24][CH:25]=[CH:26][CH:27]=4)[C:16]=3[C:7]=2[CH:6]=1)[CH:2]([CH3:4])[CH3:3].[C:28]([NH:32][CH3:33])([CH3:31])([CH3:30])[CH3:29].CN(C(ON1N=NC2C=CC=NC1=2)=[N+](C)C)C.F[P-](F)(F)(F)(F)F.C(N(C(C)C)CC)(C)C. Product: [C:28]([N:32]([CH3:33])[C:20]([C:19]1[C:15]2[CH2:14][O:13][C:8]3[CH:9]=[C:10]([O:11][CH3:12])[C:5]([CH2:1][CH:2]([CH3:3])[CH3:4])=[CH:6][C:7]=3[C:16]=2[N:17]([C:23]2[S:24][CH:25]=[CH:26][CH:27]=2)[N:18]=1)=[O:21])([CH3:31])([CH3:30])[CH3:29]. The catalyst class is: 2. (4) Reactant: [CH3:1][CH:2]([S:6]([C:9]1[CH:14]=[CH:13][CH:12]=[CH:11][CH:10]=1)(=[O:8])=[O:7])[CH2:3][C:4]#[CH:5].[C:15]1([CH:21]2[CH2:26][CH:25]3[CH2:27][CH:22]2[CH2:23][NH:24]3)[CH:20]=[CH:19][CH:18]=[CH:17][CH:16]=1.[CH2:28]=O. Product: [CH3:1][C:2]([S:6]([C:9]1[CH:14]=[CH:13][CH:12]=[CH:11][CH:10]=1)(=[O:7])=[O:8])([CH3:28])[C:3]#[C:4][CH2:5][N:24]1[CH2:23][CH:22]2[CH2:27][CH:25]1[CH2:26][CH:21]2[C:15]1[CH:16]=[CH:17][CH:18]=[CH:19][CH:20]=1. The catalyst class is: 12. (5) Reactant: Cl[C:2]([O:4][CH2:5][C:6]1[CH:11]=[CH:10][CH:9]=[CH:8][CH:7]=1)=[O:3].[NH2:12][C@H:13]([CH3:17])[C:14]([OH:16])=[O:15]. Product: [CH2:5]([O:4][C:2]([NH:12][C@H:13]([CH3:17])[C:14]([OH:16])=[O:15])=[O:3])[C:6]1[CH:11]=[CH:10][CH:9]=[CH:8][CH:7]=1. The catalyst class is: 74. (6) Reactant: [F:1][C:2]1[CH:3]=[C:4]([NH2:12])[C:5](=[CH:9][C:10]=1[F:11])[C:6]([OH:8])=O.O.OC1C2N=NNC=2C=CC=1.C(N(C(C)C)CC)(C)C.[F:33][C:34]1[CH:39]=[CH:38][C:37]([CH2:40][CH2:41][NH2:42])=[CH:36][CH:35]=1.CCN=C=NCCCN(C)C.COC(=O)CN(CC1C=CC=CC=1)CC(NC(OC(C)(C)C)=O)C. Product: [NH2:12][C:4]1[CH:3]=[C:2]([F:1])[C:10]([F:11])=[CH:9][C:5]=1[C:6]([NH:42][CH2:41][CH2:40][C:37]1[CH:38]=[CH:39][C:34]([F:33])=[CH:35][CH:36]=1)=[O:8]. The catalyst class is: 49. (7) Reactant: Cl[C:2]1[N:3]=[CH:4][C:5]2[N:11]([CH3:12])[C:10](=[O:13])[C:9]([F:15])([F:14])[CH2:8][N:7]([CH:16]3[CH2:21][CH2:20][CH2:19][CH2:18][CH2:17]3)[C:6]=2[N:22]=1.O.C1(C)C(S(O)(=O)=O)=CC=CC=1.[NH2:35][C:36]1[CH:54]=[CH:53][C:39]([C:40]([NH:42][CH:43]2[CH2:48][CH2:47][N:46]([CH2:49][CH:50]([F:52])[F:51])[CH2:45][CH2:44]2)=[O:41])=[CH:38][C:37]=1[O:55][CH3:56]. Product: [CH:16]1([N:7]2[CH2:8][C:9]([F:15])([F:14])[C:10](=[O:13])[N:11]([CH3:12])[C:5]3[CH:4]=[N:3][C:2]([NH:35][C:36]4[CH:54]=[CH:53][C:39]([C:40]([NH:42][CH:43]5[CH2:48][CH2:47][N:46]([CH2:49][CH:50]([F:51])[F:52])[CH2:45][CH2:44]5)=[O:41])=[CH:38][C:37]=4[O:55][CH3:56])=[N:22][C:6]2=3)[CH2:21][CH2:20][CH2:19][CH2:18][CH2:17]1. The catalyst class is: 32. (8) Reactant: [F:1][C:2]([F:15])([F:14])[S:3]([O:6]S(C(F)(F)F)(=O)=O)(=[O:5])=[O:4].N1C=CC=CC=1.O[C@H:23]1[CH2:28][CH2:27][O:26][C:24]1=[O:25]. Product: [F:1][C:2]([F:15])([F:14])[S:3]([O:6][C@H:23]1[CH2:28][CH2:27][O:26][C:24]1=[O:25])(=[O:5])=[O:4]. The catalyst class is: 4. (9) Reactant: [Br:1][C:2]1[CH:3]=[CH:4][C:5]([CH2:8][C:9](O)=[O:10])=[N:6][CH:7]=1.B.O1CCCC1.O.C(O)(=O)C. Product: [Br:1][C:2]1[CH:3]=[CH:4][C:5]([CH2:8][CH2:9][OH:10])=[N:6][CH:7]=1. The catalyst class is: 7. (10) Reactant: [CH3:1][O:2][C:3](=[O:16])[CH2:4][N:5]1[C:13]2[C:8](=[CH:9][C:10]([F:14])=[CH:11][CH:12]=2)[CH:7]=[C:6]1[CH3:15].[C:17]1([S:23]([C:26]2[S:30][CH:29]=[N:28][C:27]=2[CH:31]=O)(=[O:25])=[O:24])[CH:22]=[CH:21][CH:20]=[CH:19][CH:18]=1. Product: [CH3:1][O:2][C:3](=[O:16])[CH2:4][N:5]1[C:13]2[C:8](=[CH:9][C:10]([F:14])=[CH:11][CH:12]=2)[C:7]([CH2:31][C:27]2[N:28]=[CH:29][S:30][C:26]=2[S:23]([C:17]2[CH:18]=[CH:19][CH:20]=[CH:21][CH:22]=2)(=[O:24])=[O:25])=[C:6]1[CH3:15]. The catalyst class is: 4.